Dataset: Forward reaction prediction with 1.9M reactions from USPTO patents (1976-2016). Task: Predict the product of the given reaction. (1) Given the reactants [CH2:1]([N:8]1[CH2:14][CH2:13][CH:12]2[CH:10]([O:11]2)[CH2:9]1)[C:2]1[CH:7]=[CH:6][CH:5]=[CH:4][CH:3]=1.[N-:15]=[N+:16]=[N-:17].[Na+].Cl([O-])(=O)(=O)=O.[Li+], predict the reaction product. The product is: [N:15]([C@@H:12]1[CH2:13][CH2:14][N:8]([CH2:1][C:2]2[CH:7]=[CH:6][CH:5]=[CH:4][CH:3]=2)[CH2:9][C@H:10]1[OH:11])=[N+:16]=[N-:17]. (2) Given the reactants [CH3:1][C:2]1[CH:10]=[CH:9][C:5]([C:6](O)=[O:7])=[CH:4][C:3]=1[N:11]1[C:20](=[O:21])[C:19]2[C:14](=[CH:15][CH:16]=[C:17]([N:22]3[CH2:27][CH2:26][N:25]([CH:28]([CH3:30])[CH3:29])[CH2:24][CH2:23]3)[CH:18]=2)[N:13]=[CH:12]1.S(Cl)(Cl)=O.[NH2:35][C:36]1[CH:40]=[CH:39][O:38][N:37]=1.C(N(CC)C(C)C)(C)C, predict the reaction product. The product is: [CH:28]([N:25]1[CH2:26][CH2:27][N:22]([C:17]2[CH:18]=[C:19]3[C:14](=[CH:15][CH:16]=2)[N:13]=[CH:12][N:11]([C:3]2[CH:4]=[C:5]([CH:9]=[CH:10][C:2]=2[CH3:1])[C:6]([NH:35][C:36]2[CH:40]=[CH:39][O:38][N:37]=2)=[O:7])[C:20]3=[O:21])[CH2:23][CH2:24]1)([CH3:30])[CH3:29]. (3) Given the reactants [CH3:1][C:2]1[CH:3]=[C:4]([C:9]2[CH:10]=[N:11][N:12]3[C:17]([C:18]4[CH:19]=[C:20]([CH:23]=[CH:24][CH:25]=4)[C:21]#[N:22])=[CH:16][CH:15]=[N:14][C:13]=23)[CH:5]=[C:6]([CH3:8])[CH:7]=1.[N-:26]=[N+:27]=[N-:28].[Na+].[Cl-].[NH4+], predict the reaction product. The product is: [CH3:8][C:6]1[CH:5]=[C:4]([C:9]2[CH:10]=[N:11][N:12]3[C:17]([C:18]4[CH:25]=[CH:24][CH:23]=[C:20]([C:21]5[NH:28][N:27]=[N:26][N:22]=5)[CH:19]=4)=[CH:16][CH:15]=[N:14][C:13]=23)[CH:3]=[C:2]([CH3:1])[CH:7]=1. (4) Given the reactants [Br:1][C:2]1[CH:3]=[C:4]2[CH2:12][CH2:11][C:10]3[CH:13]=[C:14]([Cl:17])[CH:15]=[CH:16][C:9]=3[CH:8]([N:18]3[CH2:23][CH2:22][N:21]([C:24](=[O:32])[CH2:25][CH:26]4[CH2:31][CH2:30][NH:29][CH2:28][CH2:27]4)[CH2:20][CH2:19]3)[C:5]2=[N:6][CH:7]=1.[CH3:33][N:34]=[C:35]=[O:36], predict the reaction product. The product is: [Br:1][C:2]1[CH:3]=[C:4]2[CH2:12][CH2:11][C:10]3[CH:13]=[C:14]([Cl:17])[CH:15]=[CH:16][C:9]=3[CH:8]([N:18]3[CH2:19][CH2:20][N:21]([C:24](=[O:32])[CH2:25][CH:26]4[CH2:31][CH2:30][N:29]([C:35]([NH:34][CH3:33])=[O:36])[CH2:28][CH2:27]4)[CH2:22][CH2:23]3)[C:5]2=[N:6][CH:7]=1.